This data is from Catalyst prediction with 721,799 reactions and 888 catalyst types from USPTO. The task is: Predict which catalyst facilitates the given reaction. (1) Reactant: [F:1][C:2]1[CH:3]=[CH:4][C:5]([CH2:8][O:9][C:10]2[CH:15]=[CH:14][N:13]([C:16]3[CH:21]=[CH:20][C:19]4[C:22]5[CH2:27][CH2:26][NH:25][CH2:24][C:23]=5[O:28][C:18]=4[CH:17]=3)[C:12](=[O:29])[CH:11]=2)=[N:6][CH:7]=1.[ClH:30].CCOCC. Product: [ClH:30].[F:1][C:2]1[CH:3]=[CH:4][C:5]([CH2:8][O:9][C:10]2[CH:15]=[CH:14][N:13]([C:16]3[CH:21]=[CH:20][C:19]4[C:22]5[CH2:27][CH2:26][NH:25][CH2:24][C:23]=5[O:28][C:18]=4[CH:17]=3)[C:12](=[O:29])[CH:11]=2)=[N:6][CH:7]=1. The catalyst class is: 5. (2) Reactant: [F:1][C:2]1[CH:3]=[CH:4][C:5]([C:8]2[C:12]([CH2:13][CH2:14][C:15]3[S:16][C:17]([C:20]([OH:22])=O)=[CH:18][N:19]=3)=[C:11]([CH3:23])[O:10][N:9]=2)=[N:6][CH:7]=1.F[B-](F)(F)F.N1(OC(N(C)C)=[N+](C)C)C2C=CC=CC=2N=N1.C(N(CC)C(C)C)(C)C.[NH2:55][CH:56]1[CH2:61][CH2:60][O:59][CH2:58][CH2:57]1. Product: [O:59]1[CH2:60][CH2:61][CH:56]([NH:55][C:20]([C:17]2[S:16][C:15]([CH2:14][CH2:13][C:12]3[C:8]([C:5]4[CH:4]=[CH:3][C:2]([F:1])=[CH:7][N:6]=4)=[N:9][O:10][C:11]=3[CH3:23])=[N:19][CH:18]=2)=[O:22])[CH2:57][CH2:58]1. The catalyst class is: 3. (3) Reactant: [OH-].[Na+].Cl.[Br:4][C:5]1[CH:6]=[C:7]2[C:18]3([CH2:23][CH2:22][S:21][C:20]([NH:24]C(=O)C4C=CC([N+]([O-])=O)=CC=4)=[N:19]3)[C:17]3[CH:16]=[C:15]([Cl:36])[N:14]=[CH:13][C:12]=3[O:11][C:8]2=[CH:9][CH:10]=1. Product: [Br:4][C:5]1[CH:6]=[C:7]2[C:18]3([CH2:23][CH2:22][S:21][C:20]([NH2:24])=[N:19]3)[C:17]3[CH:16]=[C:15]([Cl:36])[N:14]=[CH:13][C:12]=3[O:11][C:8]2=[CH:9][CH:10]=1. The catalyst class is: 24. (4) Reactant: [N+:1]([C:4]1[CH:13]=[CH:12][C:11]2[NH:10][CH:9]=[C:8]3[C:14](=[O:23])[N:15]([C:17]4[CH:22]=[CH:21][CH:20]=[CH:19][CH:18]=4)[N:16]=[C:7]3[C:6]=2[CH:5]=1)([O-])=O.[H][H]. Product: [NH2:1][C:4]1[CH:13]=[CH:12][C:11]2[NH:10][CH:9]=[C:8]3[C:14](=[O:23])[N:15]([C:17]4[CH:22]=[CH:21][CH:20]=[CH:19][CH:18]=4)[N:16]=[C:7]3[C:6]=2[CH:5]=1. The catalyst class is: 19. (5) Reactant: [Cl:1][C:2]([Cl:33])([Cl:32])[CH2:3][O:4][C:5]([C@@H:7]1[CH2:12][CH2:11][CH2:10][N:9]([C:13](=[O:31])[C@@H:14]([NH:16][C:17](=[O:30])[C@@H:18]([NH:22][C:23](OC(C)(C)C)=[O:24])[CH:19]([CH3:21])[CH3:20])[CH3:15])[NH:8]1)=[O:6].FC(F)(F)S(O[Si](C)(C)C)(=O)=O.[C:46]([C:48](C)([CH:52]=[CH2:53])[C:49](O)=O)#[N:47].ON1C2C=CC=CC=2N=N1.Cl.CN(C)CCCN=C=NCC. Product: [Cl:1][C:2]([Cl:32])([Cl:33])[CH2:3][O:4][C:5]([C@@H:7]1[CH2:12][CH2:11][CH2:10][N:9]([C:13](=[O:31])[C@@H:14]([NH:16][C:17](=[O:30])[C@@H:18]([NH:22][C:23](=[O:24])[C:48]([C:46]#[N:47])([CH3:49])[CH:52]=[CH2:53])[CH:19]([CH3:20])[CH3:21])[CH3:15])[NH:8]1)=[O:6]. The catalyst class is: 545.